This data is from Full USPTO retrosynthesis dataset with 1.9M reactions from patents (1976-2016). The task is: Predict the reactants needed to synthesize the given product. (1) Given the product [Si:24]([O:2][CH2:3][CH2:4][CH2:5][CH2:6][CH2:7][CH2:8][N:9]1[C:21]2[CH:20]=[CH:19][C:18]([CH:22]=[O:23])=[CH:17][C:16]=2[C:15]2[C:10]1=[CH:11][CH:12]=[CH:13][CH:14]=2)([C:27]([CH3:30])([CH3:29])[CH3:28])([CH3:26])[CH3:25], predict the reactants needed to synthesize it. The reactants are: Cl.[OH:2][CH2:3][CH2:4][CH2:5][CH2:6][CH2:7][CH2:8][N:9]1[C:21]2[CH:20]=[CH:19][C:18]([CH:22]=[O:23])=[CH:17][C:16]=2[C:15]2[C:10]1=[CH:11][CH:12]=[CH:13][CH:14]=2.[Si:24](Cl)([C:27]([CH3:30])([CH3:29])[CH3:28])([CH3:26])[CH3:25].N1C=CN=C1. (2) Given the product [F:13][C:14]1[CH:15]=[C:16]([C:21]2[CH:26]=[CH:25][C:24](=[O:27])[N:23]([CH2:28][C:29]3[CH:30]=[C:31]([CH:35]=[CH:36][CH:37]=3)[C:32]([NH:42][CH2:41][CH:40]([O:43][CH3:44])[O:39][CH3:38])=[O:33])[N:22]=2)[CH:17]=[C:18]([F:20])[CH:19]=1, predict the reactants needed to synthesize it. The reactants are: Cl.CN(C)CCCN=C=NCC.[F:13][C:14]1[CH:15]=[C:16]([C:21]2[CH:26]=[CH:25][C:24](=[O:27])[N:23]([CH2:28][C:29]3[CH:30]=[C:31]([CH:35]=[CH:36][CH:37]=3)[C:32](O)=[O:33])[N:22]=2)[CH:17]=[C:18]([F:20])[CH:19]=1.[CH3:38][O:39][CH:40]([O:43][CH3:44])[CH2:41][NH2:42].O.ON1C2C=CC=CC=2N=N1. (3) Given the product [CH3:39][O:38][C:36]1[CH:35]=[CH:34][C:33]2[NH:40][C:41]([C:43]3[C:47]([N+:48]([O-:50])=[O:49])=[CH:46][NH:45][N:44]=3)=[N:31][C:32]=2[CH:37]=1, predict the reactants needed to synthesize it. The reactants are: N1C=CC=C(CNC(C2C=CC3NC(C4C(C(=O)NC(C)C)=CNN=4)=NC=3C=2)=O)C=1.[NH2:31][C:32]1[CH:37]=[C:36]([O:38][CH3:39])[CH:35]=[CH:34][C:33]=1[NH:40][C:41]([C:43]1[C:47]([N+:48]([O-:50])=[O:49])=[CH:46][NH:45][N:44]=1)=O.[OH-].[Na+]. (4) Given the product [O:11]1[CH2:15][CH2:14][C@H:13]([O:16][C:2]2[N:7]=[C:6]([NH2:8])[CH:5]=[CH:4][N:3]=2)[CH2:12]1, predict the reactants needed to synthesize it. The reactants are: Cl[C:2]1[N:7]=[C:6]([NH2:8])[CH:5]=[CH:4][N:3]=1.[H-].[Na+].[O:11]1[CH2:15][CH2:14][C@H:13]([OH:16])[CH2:12]1. (5) The reactants are: C([O:3][C:4](=[O:21])[CH2:5][CH:6]1[O:10][B:9]([OH:11])[C:8]2[CH:12]=[C:13]([O:19][CH3:20])[CH:14]=[C:15]([CH2:16][O:17][CH3:18])[C:7]1=2)C.[Li+].[OH-].Cl. Given the product [OH:11][B:9]1[C:8]2[CH:12]=[C:13]([O:19][CH3:20])[CH:14]=[C:15]([CH2:16][O:17][CH3:18])[C:7]=2[CH:6]([CH2:5][C:4]([OH:21])=[O:3])[O:10]1, predict the reactants needed to synthesize it.